Predict the reactants needed to synthesize the given product. From a dataset of Full USPTO retrosynthesis dataset with 1.9M reactions from patents (1976-2016). Given the product [CH3:34][N:8]([C:6]1[CH:5]=[CH:4][N:3]=[C:2]([C:35]2[CH:40]=[CH:39][CH:38]=[CH:37][CH:36]=2)[N:7]=1)[C:9]1[CH:14]=[CH:13][N:12]=[C:11]([NH:15][C@@H:16]([CH3:33])[CH2:17][C:18]2[CH:19]=[C:20]([CH:30]=[CH:31][CH:32]=2)[CH2:21][NH:22][C:23](=[O:29])[O:24][C:25]([CH3:28])([CH3:27])[CH3:26])[N:10]=1, predict the reactants needed to synthesize it. The reactants are: Cl[C:2]1[N:7]=[C:6]([N:8]([CH3:34])[C:9]2[CH:14]=[CH:13][N:12]=[C:11]([NH:15][C@@H:16]([CH3:33])[CH2:17][C:18]3[CH:19]=[C:20]([CH:30]=[CH:31][CH:32]=3)[CH2:21][NH:22][C:23](=[O:29])[O:24][C:25]([CH3:28])([CH3:27])[CH3:26])[N:10]=2)[CH:5]=[CH:4][N:3]=1.[C:35]1(B(O)O)[CH:40]=[CH:39][CH:38]=[CH:37][CH:36]=1.C(=O)([O-])[O-].[Na+].[Na+].CCO.